From a dataset of Full USPTO retrosynthesis dataset with 1.9M reactions from patents (1976-2016). Predict the reactants needed to synthesize the given product. (1) Given the product [Cl:33][C:8]1[CH:9]=[C:10]([CH:11]=[C:12]([C:13]([F:16])([F:15])[F:14])[C:7]=1[CH2:6][N:45]1[CH2:46][CH2:47][CH2:48][CH2:49][C@@H:44]1[CH2:43][NH:35][CH3:34])[C:17]([NH:18][CH2:19][C:20]1[CH:25]=[C:24]([Cl:26])[CH:23]=[CH:22][C:21]=1[S:27]([CH2:30][CH3:31])(=[O:28])=[O:29])=[O:32], predict the reactants needed to synthesize it. The reactants are: CS(O[CH2:6][C:7]1[C:12]([C:13]([F:16])([F:15])[F:14])=[CH:11][C:10]([C:17](=[O:32])[NH:18][CH2:19][C:20]2[CH:25]=[C:24]([Cl:26])[CH:23]=[CH:22][C:21]=2[S:27]([CH2:30][CH3:31])(=[O:29])=[O:28])=[CH:9][C:8]=1[Cl:33])(=O)=O.[CH3:34][N:35]([CH2:43][C@H:44]1[CH2:49][CH2:48][CH2:47][CH2:46][NH:45]1)C(=O)OC(C)(C)C. (2) Given the product [CH2:22]([C:19]1[CH:18]=[N:17][C:16]([N:9]2[CH2:8][CH2:7][C:6]3[C:5]([OH:4])=[CH:14][CH:13]=[CH:12][C:11]=3[CH2:10]2)=[N:21][CH:20]=1)[CH3:23], predict the reactants needed to synthesize it. The reactants are: C([O:4][C:5]1[C:6]2[CH2:7][CH2:8][NH:9][CH2:10][C:11]=2[CH:12]=[CH:13][CH:14]=1)(=O)C.Cl[C:16]1[N:21]=[CH:20][C:19]([CH2:22][CH3:23])=[CH:18][N:17]=1.C(=O)([O-])[O-].[Cs+].[Cs+].C(OCC)(=O)C. (3) The reactants are: [CH3:1][O:2][C:3]1[CH:4]=[C:5]([CH:9]([C:13]2[CH:18]=[CH:17][CH:16]=[CH:15][CH:14]=2)[CH2:10][CH2:11]O)[CH:6]=[CH:7][CH:8]=1.C1(P(C2C=CC=CC=2)C2C=CC=CC=2)C=CC=CC=1.[Br:38]N1C(=O)CCC1=O. Given the product [Br:38][CH2:11][CH2:10][CH:9]([C:5]1[CH:4]=[C:3]([O:2][CH3:1])[CH:8]=[CH:7][CH:6]=1)[C:13]1[CH:18]=[CH:17][CH:16]=[CH:15][CH:14]=1, predict the reactants needed to synthesize it.